Predict the reaction yield, written as a fraction of the theoretical maximum amount of product (1.0 means a 100% yield; for example, 0.34 means a 34% yield). From a dataset of Reaction yield outcomes from USPTO patents with 853,638 reactions. (1) The reactants are [C:1]([O:4][CH2:5][C:6]1[CH:7]=[C:8]([C:15]2[S:19][C:18]([C@@:20]3([OH:32])[CH2:25][CH2:24][C@H:23]([C:26]([O:28][CH3:29])=[O:27])[C:22]([CH3:31])([CH3:30])[CH2:21]3)=[N:17][CH:16]=2)[CH:9]=[C:10]([N+:12]([O-])=O)[CH:11]=1)(=[O:3])[CH3:2].O.[Cl-].[NH4+]. The catalyst is C(O)C.C(OCC)(=O)C.[Fe]. The product is [C:1]([O:4][CH2:5][C:6]1[CH:7]=[C:8]([C:15]2[S:19][C:18]([C@@:20]3([OH:32])[CH2:25][CH2:24][C@H:23]([C:26]([O:28][CH3:29])=[O:27])[C:22]([CH3:31])([CH3:30])[CH2:21]3)=[N:17][CH:16]=2)[CH:9]=[C:10]([NH2:12])[CH:11]=1)(=[O:3])[CH3:2]. The yield is 1.00. (2) The reactants are C([N-]C(C)C)(C)C.[Li+].[CH2:9]([N:11]1[C:19]2[C:14](=[CH:15][CH:16]=[C:17]([O:20][CH3:21])[CH:18]=2)[C:13]([C:22]#[N:23])=[CH:12]1)[CH3:10].[I:24]I. The catalyst is C1COCC1. The product is [CH2:9]([N:11]1[C:19]2[C:14](=[CH:15][CH:16]=[C:17]([O:20][CH3:21])[CH:18]=2)[C:13]([C:22]#[N:23])=[C:12]1[I:24])[CH3:10]. The yield is 0.620. (3) The reactants are [Cl:1][C:2]1[CH:7]=[CH:6][C:5]([C:8]2[CH:9]=[N:10][CH:11]=[C:12]3[C:17]=2[N:16]=[C:15]([C:18]([OH:20])=O)[CH:14]=[CH:13]3)=[CH:4][CH:3]=1.C(N1C=CN=C1)([N:23]1C=CN=C1)=O.[OH-].[NH4+]. The catalyst is ClCCl. The product is [Cl:1][C:2]1[CH:3]=[CH:4][C:5]([C:8]2[CH:9]=[N:10][CH:11]=[C:12]3[C:17]=2[N:16]=[C:15]([C:18]([NH2:23])=[O:20])[CH:14]=[CH:13]3)=[CH:6][CH:7]=1. The yield is 0.400. (4) The reactants are [CH2:1]([S:3][C:4]1[CH:12]=[C:11]([N:13]2[CH2:18][CH2:17][O:16][CH2:15][CH2:14]2)[CH:10]=[C:9]([CH3:19])[C:5]=1[C:6]([NH2:8])=[O:7])[CH3:2].[OH-].[Na+].[F:22][C:23]1[CH:24]=[C:25]([CH:28]=[CH:29][CH:30]=1)[CH2:26]Br. The catalyst is C1C=CC=CC=1.O1CCCC1.S([O-])(O)(=O)=O.C([N+](CCCC)(CCCC)CCCC)CCC.C1C=CC=CC=1.O. The product is [CH2:1]([S:3][C:4]1[CH:12]=[C:11]([N:13]2[CH2:14][CH2:15][O:16][CH2:17][CH2:18]2)[CH:10]=[C:9]([CH3:19])[C:5]=1[C:6]([NH:8][CH2:26][C:25]1[CH:28]=[CH:29][CH:30]=[C:23]([F:22])[CH:24]=1)=[O:7])[CH3:2]. The yield is 0.160. (5) The reactants are [NH2:1][CH2:2][C:3]1[CH:4]=[CH:5][C:6]([C:34]([F:37])([F:36])[F:35])=[C:7]([NH:9][C:10]2[NH:14][C:13]3[CH:15]=[C:16]([O:32][CH3:33])[C:17]([C:19]([NH:21][C@H:22]4[CH2:27][CH2:26][C@H:25]([C:28]([F:31])([F:30])[F:29])[CH2:24][CH2:23]4)=[O:20])=[CH:18][C:12]=3[N:11]=2)[CH:8]=1.[C:38]([O:42][C:43]([NH:45][CH:46]([C:50]([F:53])([F:52])[F:51])[C:47](O)=[O:48])=[O:44])([CH3:41])([CH3:40])[CH3:39].CN(C(ON1N=NC2C=CC=CC1=2)=[N+](C)C)C.[B-](F)(F)(F)F. No catalyst specified. The product is [C:38]([O:42][C:43]([NH:45][CH:46]([C:50]([F:51])([F:52])[F:53])[C:47]([NH:1][CH2:2][C:3]1[CH:4]=[CH:5][C:6]([C:34]([F:36])([F:37])[F:35])=[C:7]([NH:9][C:10]2[NH:14][C:13]3[CH:15]=[C:16]([O:32][CH3:33])[C:17]([C:19]([NH:21][C@H:22]4[CH2:27][CH2:26][C@H:25]([C:28]([F:29])([F:30])[F:31])[CH2:24][CH2:23]4)=[O:20])=[CH:18][C:12]=3[N:11]=2)[CH:8]=1)=[O:48])=[O:44])([CH3:41])([CH3:39])[CH3:40]. The yield is 0.700. (6) The reactants are [Br:1][C:2]1[CH:7]=[CH:6][N:5]2[CH:8]=[C:9]([CH:11]([CH3:13])[CH3:12])[N:10]=[C:4]2[CH:3]=1.[Cl:14][S:15](O[Si](C)(C)C)(=[O:17])=[O:16].C(N(CC)CC)C.P(Cl)(Cl)(Cl)=O. The catalyst is ClCCCl. The product is [Br:1][C:2]1[CH:7]=[CH:6][N:5]2[C:8]([S:15]([Cl:14])(=[O:17])=[O:16])=[C:9]([CH:11]([CH3:13])[CH3:12])[N:10]=[C:4]2[CH:3]=1. The yield is 0.930.